From a dataset of Forward reaction prediction with 1.9M reactions from USPTO patents (1976-2016). Predict the product of the given reaction. (1) The product is: [CH3:25][N:26]1[C:27](=[O:52])[C:28]([NH:41][C:42]2[CH:51]=[C:45]3[CH2:46][N:47]([CH3:50])[CH2:48][CH2:49][N:44]3[N:43]=2)=[CH:29][C:30]([C:2]2[CH:7]=[CH:6][N:5]=[C:4]([N:8]3[C:20](=[O:21])[C:19]4[N:11]([C:12]5[C@H:13]6[CH2:22][C@@H:16]([C:17]=5[CH:18]=4)[CH2:15][CH2:14]6)[CH2:10][CH2:9]3)[C:3]=2[CH:23]=[O:24])=[CH:31]1. Given the reactants Cl[C:2]1[CH:7]=[CH:6][N:5]=[C:4]([N:8]2[C:20](=[O:21])[C:19]3[N:11]([C:12]4[C@H:13]5[CH2:22][C@@H:16]([C:17]=4[CH:18]=3)[CH2:15][CH2:14]5)[CH2:10][CH2:9]2)[C:3]=1[CH:23]=[O:24].[CH3:25][N:26]1[CH:31]=[C:30](B2OC(C)(C)C(C)(C)O2)[CH:29]=[C:28]([NH:41][C:42]2[CH:51]=[C:45]3[CH2:46][N:47]([CH3:50])[CH2:48][CH2:49][N:44]3[N:43]=2)[C:27]1=[O:52].C([O-])(=O)C.[Na+].[O-]P([O-])([O-])=O.[K+].[K+].[K+], predict the reaction product. (2) Given the reactants C(C1C(=O)C(Cl)=C(Cl)C(=O)C=1C#N)#N.[CH3:15][O:16][C:17](=[O:47])[CH2:18][O:19][C:20]1[CH:21]=[C:22]2[C:26](=[CH:27][CH:28]=1)[N:25]([CH2:29][CH2:30][C:31]1[S:35][C:34]([C:36]3[CH:41]=[CH:40][C:39]([C:42]([F:45])([F:44])[F:43])=[CH:38][CH:37]=3)=[N:33][C:32]=1[CH3:46])[CH2:24][CH2:23]2, predict the reaction product. The product is: [CH3:15][O:16][C:17](=[O:47])[CH2:18][O:19][C:20]1[CH:21]=[C:22]2[C:26](=[CH:27][CH:28]=1)[N:25]([CH2:29][CH2:30][C:31]1[S:35][C:34]([C:36]3[CH:41]=[CH:40][C:39]([C:42]([F:45])([F:44])[F:43])=[CH:38][CH:37]=3)=[N:33][C:32]=1[CH3:46])[CH:24]=[CH:23]2. (3) Given the reactants [C:1]([O:5][C:6](=[O:21])[NH:7][C:8]1[CH:13]=[C:12]([N:14]([CH3:16])[CH3:15])[C:11]([CH3:17])=[CH:10][C:9]=1[N+:18]([O-])=O)([CH3:4])([CH3:3])[CH3:2], predict the reaction product. The product is: [C:1]([O:5][C:6](=[O:21])[NH:7][C:8]1[CH:13]=[C:12]([N:14]([CH3:15])[CH3:16])[C:11]([CH3:17])=[CH:10][C:9]=1[NH2:18])([CH3:4])([CH3:2])[CH3:3]. (4) Given the reactants [Br:1][C:2]1[N:3]=[C:4]([NH:9][CH:10]2[CH2:15][CH2:14][O:13][CH2:12][CH2:11]2)[C:5]([NH2:8])=[N:6][CH:7]=1.[C:16](N1C=CN=C1)(N1C=CN=C1)=[O:17], predict the reaction product. The product is: [Br:1][C:2]1[N:3]=[C:4]2[N:9]([CH:10]3[CH2:15][CH2:14][O:13][CH2:12][CH2:11]3)[C:16](=[O:17])[NH:8][C:5]2=[N:6][CH:7]=1. (5) Given the reactants [NH:1]1[C:9]2[CH:8]=[CH:7][CH:6]=[C:5]([C:10]#[N:11])[C:4]=2[CH:3]=[CH:2]1.[NH2:12][OH:13], predict the reaction product. The product is: [OH:13][N:12]=[C:10]([C:5]1[C:4]2[CH:3]=[CH:2][NH:1][C:9]=2[CH:8]=[CH:7][CH:6]=1)[NH2:11].